Dataset: Peptide-MHC class II binding affinity with 134,281 pairs from IEDB. Task: Regression. Given a peptide amino acid sequence and an MHC pseudo amino acid sequence, predict their binding affinity value. This is MHC class II binding data. (1) The peptide sequence is LETVAIDRPAEARKV. The MHC is DRB4_0101 with pseudo-sequence DRB4_0103. The binding affinity (normalized) is 0.545. (2) The binding affinity (normalized) is 0.302. The MHC is HLA-DQA10501-DQB10201 with pseudo-sequence HLA-DQA10501-DQB10201. The peptide sequence is SPEVIPMFSALSE. (3) The peptide sequence is VHRGAVPRRGPRGGP. The MHC is DRB1_0802 with pseudo-sequence DRB1_0802. The binding affinity (normalized) is 0.240.